From a dataset of Reaction yield outcomes from USPTO patents with 853,638 reactions. Predict the reaction yield, written as a fraction of the theoretical maximum amount of product (1.0 means a 100% yield; for example, 0.34 means a 34% yield). (1) The reactants are [Br:1][C:2]1[CH:3]=[CH:4][C:5]([NH2:8])=[N:6][CH:7]=1.[Cl:9][C:10]1[CH:19]=[CH:18][C:13]([C:14](=O)[CH2:15]Br)=[CH:12][CH:11]=1.C([O-])(O)=O.[Na+]. The catalyst is CCO.O. The product is [Br:1][C:2]1[CH:3]=[CH:4][C:5]2[N:6]([CH:15]=[C:14]([C:13]3[CH:18]=[CH:19][C:10]([Cl:9])=[CH:11][CH:12]=3)[N:8]=2)[CH:7]=1. The yield is 0.750. (2) The reactants are C(O)(C(F)(F)F)=O.[F:8][C:9]1[C:10]([C:23]2[CH2:24][CH2:25][N:26]([CH3:29])[CH2:27][CH:28]=2)=[C:11]([NH:15]C(=O)OC(C)(C)C)[CH:12]=[N:13][CH:14]=1. The catalyst is C(Cl)Cl. The product is [F:8][C:9]1[C:10]([C:23]2[CH2:24][CH2:25][N:26]([CH3:29])[CH2:27][CH:28]=2)=[C:11]([NH2:15])[CH:12]=[N:13][CH:14]=1. The yield is 0.190. (3) The yield is 0.00300. The product is [Cl:17][C:12]1[CH:11]=[C:10]([CH:9]2[C:4]3[CH:3]=[C:2]([N:23]4[CH2:28][CH2:27][O:26][CH2:25][CH2:24]4)[S:6][C:5]=3[C:7](=[O:22])[CH:8]2[C:18]([O:20][CH3:21])=[O:19])[CH:15]=[CH:14][C:13]=1[Cl:16]. The catalyst is O1CCOCC1.C1C=CC(/C=C/C(/C=C/C2C=CC=CC=2)=O)=CC=1.C1C=CC(/C=C/C(/C=C/C2C=CC=CC=2)=O)=CC=1.C1C=CC(/C=C/C(/C=C/C2C=CC=CC=2)=O)=CC=1.[Pd].[Pd]. The reactants are Br[C:2]1[S:6][C:5]2[C:7](=[O:22])[CH:8]([C:18]([O:20][CH3:21])=[O:19])[CH:9]([C:10]3[CH:15]=[CH:14][C:13]([Cl:16])=[C:12]([Cl:17])[CH:11]=3)[C:4]=2[CH:3]=1.[NH:23]1[CH2:28][CH2:27][O:26][CH2:25][CH2:24]1.C1(P(C2C=CC=CC=2)C2C3OC4C(=CC=CC=4P(C4C=CC=CC=4)C4C=CC=CC=4)C(C)(C)C=3C=CC=2)C=CC=CC=1.C(=O)([O-])[O-].[Cs+].[Cs+]. (4) The reactants are [Br:1][C:2]1[C:3]([F:12])=[C:4]([CH:8]=[C:9]([CH3:11])[CH:10]=1)C(O)=O.CC[N:15]([CH:19](C)C)C(C)C.C1C=CC(P(N=[N+]=[N-])(C2C=CC=CC=2)=[O:29])=CC=1.[CH3:39][C:40]([OH:43])([CH3:42])[CH3:41]. The catalyst is C1(C)C=CC=CC=1. The product is [Br:1][C:2]1[C:3]([F:12])=[C:4]([NH:15][C:19](=[O:29])[O:43][C:40]([CH3:42])([CH3:41])[CH3:39])[CH:8]=[C:9]([CH3:11])[CH:10]=1. The yield is 0.360.